From a dataset of Reaction yield outcomes from USPTO patents with 853,638 reactions. Predict the reaction yield, written as a fraction of the theoretical maximum amount of product (1.0 means a 100% yield; for example, 0.34 means a 34% yield). (1) The reactants are FC(F)(F)C1C=C(NC(=O)NC2C=CC(C3SC(CCC(OC)=O)=NC=3)=CC=2)C=CC=1.[NH2:32][C:33]1[CH:38]=[CH:37][C:36]([C:39]2[N:43]=[C:42]([CH2:44][CH2:45][C:46](C)(C)[C:47]([O:49][CH3:50])=[O:48])[O:41][N:40]=2)=[CH:35][CH:34]=1.[Cl:53][C:54]1[CH:59]=[CH:58][CH:57]=[CH:56][C:55]=1[N:60]=[C:61]=[O:62]. No catalyst specified. The product is [Cl:53][C:54]1[CH:59]=[CH:58][CH:57]=[CH:56][C:55]=1[NH:60][C:61](=[O:62])[NH:32][C:33]1[CH:34]=[CH:35][C:36]([C:39]2[N:43]=[C:42]([CH2:44][CH2:45][CH2:46][C:47]([O:49][CH3:50])=[O:48])[O:41][N:40]=2)=[CH:37][CH:38]=1. The yield is 0.513. (2) The reactants are [CH3:1][N:2]1[CH2:7][CH2:6][N:5]([CH3:8])[CH2:4][CH:3]1[C:9]1[N:13]2[CH:14]=[C:15](F)[CH:16]=[CH:17][C:12]2=[N:11][N:10]=1.[NH2:19][C@@H:20]1[C:29]2[C:24](=[CH:25][CH:26]=[CH:27][CH:28]=2)[C@H:23]([OH:30])[CH2:22][CH2:21]1.[H-].[Na+].N. The catalyst is CN(C=O)C.CO.C(Cl)Cl. The product is [CH3:1][N:2]1[CH2:7][CH2:6][N:5]([CH3:8])[CH2:4][CH:3]1[C:9]1[N:13]2[CH:14]=[C:15]([O:30][C@H:23]3[C:24]4[C:29](=[CH:28][CH:27]=[CH:26][CH:25]=4)[C@@H:20]([NH2:19])[CH2:21][CH2:22]3)[CH:16]=[CH:17][C:12]2=[N:11][N:10]=1. The yield is 0.660. (3) The reactants are I[C:2]1[C:3](=[O:17])[NH:4][C:5](=[O:16])[N:6]([CH:15]=1)[C@@H:7]1[O:14][C@H:11]([CH2:12][OH:13])[C@@H:9]([OH:10])[CH2:8]1.C(N(CC)CC)C.[F:25][C:26]([F:34])([F:33])[C:27]([NH:29][CH2:30][C:31]#[CH:32])=[O:28].C(=O)(O)[O-]. The catalyst is CN(C=O)C.[Cu]I.C1C=CC([P]([Pd]([P](C2C=CC=CC=2)(C2C=CC=CC=2)C2C=CC=CC=2)([P](C2C=CC=CC=2)(C2C=CC=CC=2)C2C=CC=CC=2)[P](C2C=CC=CC=2)(C2C=CC=CC=2)C2C=CC=CC=2)(C2C=CC=CC=2)C2C=CC=CC=2)=CC=1.CO. The product is [F:25][C:26]([F:34])([F:33])[C:27]([NH:29][CH2:30][C:31]#[C:32][C:2]1[C:3](=[O:17])[NH:4][C:5](=[O:16])[N:6]([CH:15]=1)[C@@H:7]1[O:14][C@H:11]([CH2:12][OH:13])[C@@H:9]([OH:10])[CH2:8]1)=[O:28]. The yield is 0.710. (4) The reactants are [NH2:1][C:2]1[C:7]([F:8])=[CH:6][N:5]([CH:9]2[CH2:13][CH2:12][CH:11]([OH:14])[CH2:10]2)[C:4](=[O:15])[N:3]=1.CO[CH:18](OC)[N:19]([CH3:21])[CH3:20]. The catalyst is CN(C)C=O. The product is [F:8][C:7]1[C:2]([N:1]=[CH:18][N:19]([CH3:21])[CH3:20])=[N:3][C:4](=[O:15])[N:5]([CH:9]2[CH2:13][CH2:12][CH:11]([OH:14])[CH2:10]2)[CH:6]=1. The yield is 0.830. (5) The reactants are I[C:2]1[C:10]2[C:5](=[N:6][CH:7]=[C:8]([C:11]3[CH:16]=[CH:15][C:14]([C:17]4[CH2:22][CH2:21][N:20]([C:23]([O:25][C:26]([CH3:29])([CH3:28])[CH3:27])=[O:24])[CH2:19][CH:18]=4)=[CH:13][CH:12]=3)[CH:9]=2)[N:4]([S:30]([C:33]2[CH:39]=[CH:38][C:36]([CH3:37])=[CH:35][CH:34]=2)(=[O:32])=[O:31])[CH:3]=1.[F:40][C:41]1[CH:42]=[C:43]([CH:59]=[CH:60][CH:61]=1)[CH2:44][N:45]1[CH:49]=[C:48](B2OC(C)(C)C(C)(C)O2)[CH:47]=[N:46]1.C(=O)([O-])[O-].[Na+].[Na+]. The catalyst is C1(C)C=CC=CC=1.C(O)C.O.Cl[Pd](Cl)([P](C1C=CC=CC=1)(C1C=CC=CC=1)C1C=CC=CC=1)[P](C1C=CC=CC=1)(C1C=CC=CC=1)C1C=CC=CC=1. The product is [F:40][C:41]1[CH:42]=[C:43]([CH:59]=[CH:60][CH:61]=1)[CH2:44][N:45]1[CH:49]=[C:48]([C:2]2[C:10]3[C:5](=[N:6][CH:7]=[C:8]([C:11]4[CH:16]=[CH:15][C:14]([C:17]5[CH2:22][CH2:21][N:20]([C:23]([O:25][C:26]([CH3:29])([CH3:27])[CH3:28])=[O:24])[CH2:19][CH:18]=5)=[CH:13][CH:12]=4)[CH:9]=3)[N:4]([S:30]([C:33]3[CH:34]=[CH:35][C:36]([CH3:37])=[CH:38][CH:39]=3)(=[O:31])=[O:32])[CH:3]=2)[CH:47]=[N:46]1. The yield is 0.880. (6) The reactants are [CH2:1]([N:4]([CH2:20][CH2:21][CH3:22])[CH2:5][CH2:6][CH2:7][CH2:8][N:9]([CH2:11][C:12]1[CH:19]=[CH:18][C:15]([C:16]#[N:17])=[CH:14][CH:13]=1)[CH3:10])[CH2:2][CH3:3].[OH-].[Na+].[H][H]. The catalyst is [Ni].C(O)C. The product is [CH2:20]([N:4]([CH2:1][CH2:2][CH3:3])[CH2:5][CH2:6][CH2:7][CH2:8][N:9]([CH2:11][C:12]1[CH:13]=[CH:14][C:15]([CH2:16][NH2:17])=[CH:18][CH:19]=1)[CH3:10])[CH2:21][CH3:22]. The yield is 0.980. (7) The reactants are [NH2:1][C:2]1[C:10]2[CH2:9][CH2:8][N:7]([C:11]3[CH:16]=[CH:15][C:14]([CH3:17])=[CH:13][CH:12]=3)[C:6](=[O:18])[C:5]=2[NH:4][N:3]=1.C(OOC([O-])=O)([O-])=O.[K+].[K+].[C:29](O[C:29]([O:31][C:32]([CH3:35])([CH3:34])[CH3:33])=[O:30])([O:31][C:32]([CH3:35])([CH3:34])[CH3:33])=[O:30]. The catalyst is O1CCCC1. The product is [C:32]([O:31][C:29]([N:4]1[C:5]2[C:6](=[O:18])[N:7]([C:11]3[CH:16]=[CH:15][C:14]([CH3:17])=[CH:13][CH:12]=3)[CH2:8][CH2:9][C:10]=2[C:2]([NH2:1])=[N:3]1)=[O:30])([CH3:35])([CH3:34])[CH3:33]. The yield is 0.701. (8) The reactants are [NH2:1][C:2]1[CH:15]=[CH:14][C:5]([O:6][C:7]2[CH:12]=[CH:11][N:10]=[C:9]([NH2:13])[CH:8]=2)=[CH:4][C:3]=1[Cl:16].C(N(CC)CC)C.Cl[C:25](OC1C=CC=CC=1)=[O:26].[NH:34]1[CH2:39][CH2:38][CH2:37][CH2:36][CH2:35]1. The catalyst is O1CCCC1.C(OCC)C.CN(C)C=O. The product is [NH2:1][C:2]1[CH:15]=[CH:14][C:5]([O:6][C:7]2[CH:12]=[CH:11][N:10]=[C:9]([NH:13][C:25]([N:34]3[CH2:39][CH2:38][CH2:37][CH2:36][CH2:35]3)=[O:26])[CH:8]=2)=[CH:4][C:3]=1[Cl:16]. The yield is 0.419.